From a dataset of NCI-60 drug combinations with 297,098 pairs across 59 cell lines. Regression. Given two drug SMILES strings and cell line genomic features, predict the synergy score measuring deviation from expected non-interaction effect. (1) Drug 1: CC1=C2C(C(=O)C3(C(CC4C(C3C(C(C2(C)C)(CC1OC(=O)C(C(C5=CC=CC=C5)NC(=O)OC(C)(C)C)O)O)OC(=O)C6=CC=CC=C6)(CO4)OC(=O)C)OC)C)OC. Drug 2: CC1=CC=C(C=C1)C2=CC(=NN2C3=CC=C(C=C3)S(=O)(=O)N)C(F)(F)F. Cell line: A498. Synergy scores: CSS=47.7, Synergy_ZIP=12.1, Synergy_Bliss=12.6, Synergy_Loewe=-4.70, Synergy_HSA=13.2. (2) Drug 1: CC(C1=C(C=CC(=C1Cl)F)Cl)OC2=C(N=CC(=C2)C3=CN(N=C3)C4CCNCC4)N. Drug 2: C(=O)(N)NO. Cell line: SW-620. Synergy scores: CSS=21.2, Synergy_ZIP=-0.00939, Synergy_Bliss=1.99, Synergy_Loewe=-5.96, Synergy_HSA=1.60. (3) Drug 1: C1=CC(=CC=C1CC(C(=O)O)N)N(CCCl)CCCl.Cl. Drug 2: C1CCC(C(C1)N)N.C(=O)(C(=O)[O-])[O-].[Pt+4]. Cell line: MOLT-4. Synergy scores: CSS=60.6, Synergy_ZIP=3.63, Synergy_Bliss=4.34, Synergy_Loewe=-3.33, Synergy_HSA=4.84. (4) Drug 1: C1=CC(=CC=C1CCC2=CNC3=C2C(=O)NC(=N3)N)C(=O)NC(CCC(=O)O)C(=O)O. Drug 2: CN1C(=O)N2C=NC(=C2N=N1)C(=O)N. Cell line: CCRF-CEM. Synergy scores: CSS=55.5, Synergy_ZIP=7.00, Synergy_Bliss=5.61, Synergy_Loewe=-31.6, Synergy_HSA=2.45.